This data is from Catalyst prediction with 721,799 reactions and 888 catalyst types from USPTO. The task is: Predict which catalyst facilitates the given reaction. (1) Reactant: [C:1]([O:5][C:6](=[O:27])[NH:7][C@@H:8]([CH2:16][C:17]1[CH:25]=[C:24]([Cl:26])[C:20]2[O:21][CH2:22][O:23][C:19]=2[CH:18]=1)[C:9](=[O:15])[C:10]1[S:11][CH:12]=[CH:13][N:14]=1)([CH3:4])([CH3:3])[CH3:2].[H-].C(O[Al](OC(C)(C)C)OC(C)(C)C)(C)(C)C.[Li+].C1COCC1. Product: [Cl:26][C:24]1[C:20]2[O:21][CH2:22][O:23][C:19]=2[CH:18]=[C:17]([CH2:16][C@H:8]([NH:7][C:6](=[O:27])[O:5][C:1]([CH3:3])([CH3:2])[CH3:4])[C@H:9]([OH:15])[C:10]2[S:11][CH:12]=[CH:13][N:14]=2)[CH:25]=1. The catalyst class is: 14. (2) Reactant: [Si:1]([O:8][CH2:9][C@@H:10]([C:12]1[CH:17]=[CH:16][N:15]=[CH:14][CH:13]=1)[OH:11])([C:4]([CH3:7])([CH3:6])[CH3:5])([CH3:3])[CH3:2].C(N(CC)CC)C.[CH3:25][S:26](Cl)(=[O:28])=[O:27]. Product: [CH3:25][S:26]([O:11][C@H:10]([C:12]1[CH:13]=[CH:14][N:15]=[CH:16][CH:17]=1)[CH2:9][O:8][Si:1]([C:4]([CH3:7])([CH3:6])[CH3:5])([CH3:3])[CH3:2])(=[O:28])=[O:27]. The catalyst class is: 143. (3) Reactant: [CH3:1][C:2]1[CH:10]=[C:9]2[C:5]([C:6](=[O:12])[C:7](=[O:11])[NH:8]2)=[CH:4][CH:3]=1.[CH3:13][C:14]1[CH:22]=[CH:21][CH:20]=[C:19]2[C:15]=1[C:16](=[O:24])[C:17](=[O:23])[NH:18]2. Product: [CH3:1][C:2]1[CH:10]=[C:9]2[C:5]([C:6](=[O:12])[C:7](=[O:11])[NH:8]2)=[CH:4][CH:3]=1.[CH3:13][C:14]1[CH:22]=[CH:21][CH:20]=[C:19]2[C:15]=1[C:16](=[O:24])[C:17](=[O:23])[NH:18]2. The catalyst class is: 65. (4) Reactant: [CH3:1][Si:2]([CH3:49])([CH3:48])[CH2:3][CH2:4][O:5][CH2:6][N:7]([CH2:40][O:41][CH2:42][CH2:43][Si:44]([CH3:47])([CH3:46])[CH3:45])[C:8]1[N:13]2[N:14]=[CH:15][C:16]([C:17]3[CH:18]=[N:19][C:20]4[C:25]([CH:26]=3)=[CH:24][CH:23]=[CH:22][CH:21]=4)=[C:12]2[N:11]=[C:10]([CH:27]2[CH2:32][CH2:31][CH2:30][N:29]([C:33]([O:35][C:36]([CH3:39])([CH3:38])[CH3:37])=[O:34])[CH2:28]2)[CH:9]=1.C1C(=O)N([Br:57])C(=O)C1. Product: [CH3:47][Si:44]([CH3:46])([CH3:45])[CH2:43][CH2:42][O:41][CH2:40][N:7]([CH2:6][O:5][CH2:4][CH2:3][Si:2]([CH3:1])([CH3:48])[CH3:49])[C:8]1[N:13]2[N:14]=[CH:15][C:16]([C:17]3[CH:18]=[N:19][C:20]4[C:25]([CH:26]=3)=[CH:24][CH:23]=[CH:22][CH:21]=4)=[C:12]2[N:11]=[C:10]([CH:27]2[CH2:32][CH2:31][CH2:30][N:29]([C:33]([O:35][C:36]([CH3:39])([CH3:38])[CH3:37])=[O:34])[CH2:28]2)[C:9]=1[Br:57]. The catalyst class is: 23. (5) Reactant: CCN=C=NCCCN(C)C.Cl.[CH3:13][NH:14][O:15][CH3:16].[Br:17][C:18]1[CH:23]=[C:22]([O:24][CH2:25][CH:26]2[CH2:28][CH2:27]2)[CH:21]=[CH:20][C:19]=1[CH2:29][C:30]([OH:32])=O.C1C=CC2N(O)N=NC=2C=1. Product: [Br:17][C:18]1[CH:23]=[C:22]([O:24][CH2:25][CH:26]2[CH2:27][CH2:28]2)[CH:21]=[CH:20][C:19]=1[CH2:29][C:30]([N:14]([O:15][CH3:16])[CH3:13])=[O:32]. The catalyst class is: 556. (6) Reactant: [CH3:1][C:2]1[C:10]2[C:5](=[C:6]([C:17]([NH2:19])=[O:18])[CH:7]=[CH:8][C:9]=2[CH:11]2[CH2:16][CH2:15][CH2:14][NH:13][CH2:12]2)[NH:4][CH:3]=1.F[P-](F)(F)(F)(F)F.N1(O[P+](N(C)C)(N(C)C)N(C)C)C2C=CC=CC=2N=N1.CCN(C(C)C)C(C)C.[C:56](O)(=[O:60])[C:57]#[C:58][CH3:59]. Product: [C:56]([N:13]1[CH2:14][CH2:15][CH2:16][CH:11]([C:9]2[CH:8]=[CH:7][C:6]([C:17]([NH2:19])=[O:18])=[C:5]3[C:10]=2[C:2]([CH3:1])=[CH:3][NH:4]3)[CH2:12]1)(=[O:60])[C:57]#[C:58][CH3:59]. The catalyst class is: 1. (7) Reactant: [CH:1]([NH:4][C:5]1[CH:6]=[N:7][C:8]([O:11][CH3:12])=[CH:9][CH:10]=1)([CH3:3])[CH3:2].C(N(C(C)C)CC)(C)C.[Br:22][CH2:23][C:24](Br)=[O:25]. Product: [Br:22][CH2:23][C:24]([N:4]([CH:1]([CH3:3])[CH3:2])[C:5]1[CH:6]=[N:7][C:8]([O:11][CH3:12])=[CH:9][CH:10]=1)=[O:25]. The catalyst class is: 34. (8) Reactant: [F:1][C:2]([F:30])([F:29])[C:3]1[CH:8]=[CH:7][C:6]([C:9]2[CH:14]=[CH:13][CH:12]=[CH:11][C:10]=2[C:15]([NH:17][C:18]2[CH:28]=[CH:27][C:21]([C:22](OCC)=[O:23])=[CH:20][N:19]=2)=[O:16])=[CH:5][CH:4]=1.[NH2:31][CH2:32][C:33]1[CH:38]=[CH:37][CH:36]=[CH:35][N:34]=1.Cl.C(=O)([O-])[O-].[K+].[K+]. Product: [N:34]1[CH:35]=[CH:36][CH:37]=[CH:38][C:33]=1[CH2:32][NH:31][C:22](=[O:23])[C:21]1[CH:27]=[CH:28][C:18]([NH:17][C:15]([C:10]2[CH:11]=[CH:12][CH:13]=[CH:14][C:9]=2[C:6]2[CH:7]=[CH:8][C:3]([C:2]([F:29])([F:1])[F:30])=[CH:4][CH:5]=2)=[O:16])=[N:19][CH:20]=1. The catalyst class is: 288. (9) Reactant: [OH-].[Na+].C([O:6][C:7]1[CH:30]=[CH:29][C:28]([O:31][CH3:32])=[CH:27][C:8]=1[C:9]([NH:11][C:12]1[CH:21]=[C:20]([C:22]2[O:23][CH:24]=[CH:25][CH:26]=2)[CH:19]=[CH:18][C:13]=1[C:14]([O:16]C)=[O:15])=[O:10])(=O)C.C(O)(=O)CC(CC(O)=O)(C(O)=O)O. Product: [O:23]1[CH:24]=[CH:25][CH:26]=[C:22]1[C:20]1[CH:19]=[CH:18][C:13]([C:14]([OH:16])=[O:15])=[C:12]([NH:11][C:9](=[O:10])[C:8]2[CH:27]=[C:28]([O:31][CH3:32])[CH:29]=[CH:30][C:7]=2[OH:6])[CH:21]=1. The catalyst class is: 12.